Dataset: Reaction yield outcomes from USPTO patents with 853,638 reactions. Task: Predict the reaction yield, written as a fraction of the theoretical maximum amount of product (1.0 means a 100% yield; for example, 0.34 means a 34% yield). (1) The reactants are [C:1]([O:5][C:6]([NH:8][C@@H:9]1[C@H:14]([NH:15][C:16]2[N:21]=[C:20](Cl)[C:19]3[C:23](=[O:33])[N:24]([C:26]([O:28][C:29]([CH3:32])([CH3:31])[CH3:30])=[O:27])[CH2:25][C:18]=3[C:17]=2[F:34])[CH2:13][CH2:12][O:11][CH2:10]1)=[O:7])([CH3:4])([CH3:3])[CH3:2].C([Sn](CCCC)(CCCC)[C:40]1[S:44][N:43]=[C:42]([CH:45]=[CH2:46])[CH:41]=1)CCC.O. The catalyst is C1(C)C=CC=CC=1.C1C=CC([P]([Pd]([P](C2C=CC=CC=2)(C2C=CC=CC=2)C2C=CC=CC=2)([P](C2C=CC=CC=2)(C2C=CC=CC=2)C2C=CC=CC=2)[P](C2C=CC=CC=2)(C2C=CC=CC=2)C2C=CC=CC=2)(C2C=CC=CC=2)C2C=CC=CC=2)=CC=1. The product is [C:1]([O:5][C:6]([NH:8][C@@H:9]1[C@H:14]([NH:15][C:16]2[N:21]=[C:20]([C:40]3[S:44][N:43]=[C:42]([CH:45]=[CH2:46])[CH:41]=3)[C:19]3[C:23](=[O:33])[N:24]([C:26]([O:28][C:29]([CH3:32])([CH3:31])[CH3:30])=[O:27])[CH2:25][C:18]=3[C:17]=2[F:34])[CH2:13][CH2:12][O:11][CH2:10]1)=[O:7])([CH3:4])([CH3:3])[CH3:2]. The yield is 0.690. (2) The reactants are [NH:1]1[C:9]2[C:4](=[CH:5][CH:6]=[CH:7][CH:8]=2)[CH2:3][C:2]1=[O:10].[CH2:11](O)[CH2:12][OH:13]. The catalyst is [Ni]. The product is [OH:13][CH2:12][CH2:11][CH:3]1[C:4]2[C:9](=[CH:8][CH:7]=[CH:6][CH:5]=2)[NH:1][C:2]1=[O:10]. The yield is 0.700. (3) The reactants are Br[C:2]1[CH:3]=[C:4]2[C:8](=[CH:9][C:10]=1[F:11])[NH:7][N:6]=[C:5]2[C:12]([OH:14])=[O:13].CC1(C)COB([C:22]2[CH:27]=[CH:26][C:25]([CH:28]3[CH2:33][CH2:32][O:31][CH2:30][CH2:29]3)=[CH:24][CH:23]=2)OC1.C(=O)([O-])[O-].[K+].[K+].Cl. The catalyst is C1C=CC(P(C2C=CC=CC=2)[C-]2C=CC=C2)=CC=1.C1C=CC(P(C2C=CC=CC=2)[C-]2C=CC=C2)=CC=1.Cl[Pd]Cl.[Fe+2].C1(C)C=CC=CC=1.C(O)C. The product is [F:11][C:10]1[CH:9]=[C:8]2[C:4]([C:5]([C:12]([OH:14])=[O:13])=[N:6][NH:7]2)=[CH:3][C:2]=1[C:22]1[CH:23]=[CH:24][C:25]([CH:28]2[CH2:29][CH2:30][O:31][CH2:32][CH2:33]2)=[CH:26][CH:27]=1. The yield is 0.110. (4) The reactants are [Cl:1][C:2]1[CH:29]=[CH:28][CH:27]=[CH:26][C:3]=1[C:4]([C:6]1[S:10][C:9]([NH:11][C:12]([C:14]2([C:17]3[CH:25]=[CH:24][C:20]4[O:21][CH2:22][O:23][C:19]=4[CH:18]=3)[CH2:16][CH2:15]2)=[O:13])=[N:8][CH:7]=1)=[O:5].[BH4-].[Na+]. The catalyst is CO. The product is [O:23]1[C:19]2[CH:18]=[C:17]([C:14]3([C:12]([NH:11][C:9]4[S:10][C:6]([CH:4]([C:3]5[CH:26]=[CH:27][CH:28]=[CH:29][C:2]=5[Cl:1])[OH:5])=[CH:7][N:8]=4)=[O:13])[CH2:16][CH2:15]3)[CH:25]=[CH:24][C:20]=2[O:21][CH2:22]1. The yield is 0.630. (5) The yield is 0.830. The reactants are [NH2:1][C:2]1[C:7]([NH2:8])=[CH:6][C:5]([N+:9]([O-:11])=[O:10])=[CH:4][N:3]=1.[N+:12]([C:15]1[CH:22]=[CH:21][C:18]([CH:19]=O)=[CH:17][CH:16]=1)([O-:14])=[O:13]. The catalyst is [N+](C1C=CC=CC=1)([O-])=O. The product is [N+:9]([C:5]1[CH:4]=[N:3][C:2]2[NH:1][C:19]([C:18]3[CH:21]=[CH:22][C:15]([N+:12]([O-:14])=[O:13])=[CH:16][CH:17]=3)=[N:8][C:7]=2[CH:6]=1)([O-:11])=[O:10].